Dataset: TCR-epitope binding with 47,182 pairs between 192 epitopes and 23,139 TCRs. Task: Binary Classification. Given a T-cell receptor sequence (or CDR3 region) and an epitope sequence, predict whether binding occurs between them. (1) The epitope is PROT_97E67BCC. The TCR CDR3 sequence is CSARDGVTSGIYNEQFF. Result: 0 (the TCR does not bind to the epitope). (2) The epitope is RPPIFIRRL. The TCR CDR3 sequence is CASSEILGMNTEAFF. Result: 1 (the TCR binds to the epitope).